From a dataset of NCI-60 drug combinations with 297,098 pairs across 59 cell lines. Regression. Given two drug SMILES strings and cell line genomic features, predict the synergy score measuring deviation from expected non-interaction effect. Drug 1: C1CC(C1)(C(=O)O)C(=O)O.[NH2-].[NH2-].[Pt+2]. Drug 2: C1CN(P(=O)(OC1)NCCCl)CCCl. Cell line: NCI-H226. Synergy scores: CSS=-0.504, Synergy_ZIP=1.32, Synergy_Bliss=1.35, Synergy_Loewe=-3.31, Synergy_HSA=-3.06.